The task is: Predict the product of the given reaction.. This data is from Forward reaction prediction with 1.9M reactions from USPTO patents (1976-2016). (1) The product is: [CH:8]1([CH2:7][N:6]2[C:2]([C:29]3[CH:30]=[CH:31][C:26]([CH:24]=[O:25])=[C:27]([C:35]([F:36])([F:37])[F:38])[CH:28]=3)=[CH:3][C:4]([C:15]([NH:17][CH:18]3[CH2:23][CH2:22][O:21][CH2:20][CH2:19]3)=[O:16])=[C:5]2[CH3:14])[CH2:13][CH2:12][CH2:11][CH2:10][CH2:9]1. Given the reactants Br[C:2]1[N:6]([CH2:7][CH:8]2[CH2:13][CH2:12][CH2:11][CH2:10][CH2:9]2)[C:5]([CH3:14])=[C:4]([C:15]([NH:17][CH:18]2[CH2:23][CH2:22][O:21][CH2:20][CH2:19]2)=[O:16])[CH:3]=1.[CH:24]([C:26]1[CH:31]=[CH:30][C:29](B(O)O)=[CH:28][C:27]=1[C:35]([F:38])([F:37])[F:36])=[O:25].C([O-])([O-])=O.[K+].[K+], predict the reaction product. (2) Given the reactants C(OC(=O)[NH:10][C:11]([C:13]1[CH:18]=[CH:17][C:16]([CH2:19][NH:20][C:21](=[O:35])[CH:22]([C:26]2[C:31]([F:32])=[CH:30][C:29]([OH:33])=[CH:28][C:27]=2[F:34])[O:23][CH2:24][CH3:25])=[CH:15][CH:14]=1)=[NH:12])C1C=CC=CC=1.[ClH:37], predict the reaction product. The product is: [ClH:37].[C:11]([C:13]1[CH:14]=[CH:15][C:16]([CH2:19][NH:20][C:21](=[O:35])[CH:22]([C:26]2[C:31]([F:32])=[CH:30][C:29]([OH:33])=[CH:28][C:27]=2[F:34])[O:23][CH2:24][CH3:25])=[CH:17][CH:18]=1)(=[NH:10])[NH2:12].